From a dataset of Reaction yield outcomes from USPTO patents with 853,638 reactions. Predict the reaction yield, written as a fraction of the theoretical maximum amount of product (1.0 means a 100% yield; for example, 0.34 means a 34% yield). The reactants are [C:1]1([CH2:7][CH2:8][N:9]2[C:18]3[C:13](=[CH:14][CH:15]=[CH:16][CH:17]=3)[CH2:12][CH2:11][CH:10]2[CH2:19][NH:20][C:21]([NH:23][C:24]2[CH:32]=[CH:31][CH:30]=[C:29]3[C:25]=2[CH:26]=[N:27][N:28]3C(OC)=O)=[O:22])[CH:6]=[CH:5][CH:4]=[CH:3][CH:2]=1.[OH-].[Na+]. The catalyst is CO.O. The product is [NH:28]1[C:29]2[C:25](=[C:24]([NH:23][C:21]([NH:20][CH2:19][CH:10]3[CH2:11][CH2:12][C:13]4[C:18](=[CH:17][CH:16]=[CH:15][CH:14]=4)[N:9]3[CH2:8][CH2:7][C:1]3[CH:6]=[CH:5][CH:4]=[CH:3][CH:2]=3)=[O:22])[CH:32]=[CH:31][CH:30]=2)[CH:26]=[N:27]1. The yield is 0.760.